From a dataset of Full USPTO retrosynthesis dataset with 1.9M reactions from patents (1976-2016). Predict the reactants needed to synthesize the given product. (1) Given the product [CH3:1][O:2][C:3]1([C:8]([NH2:13])=[O:10])[CH2:7][CH2:6][CH2:5][CH2:4]1, predict the reactants needed to synthesize it. The reactants are: [CH3:1][O:2][C:3]1([C:8]([OH:10])=O)[CH2:7][CH2:6][CH2:5][CH2:4]1.C1N=C[N:13](C(N2C=NC=C2)=O)C=1.[NH4+].[OH-].O. (2) Given the product [Cl:15][C:13]1[C:12]2[N:11]([CH2:20][CH2:21][CH2:22][CH2:23][CH2:24][C:25]([O:27][CH2:28][CH3:29])=[O:26])[C:10]3[CH2:9][C:8]([CH3:16])([CH3:17])[CH2:7][C:6](=[O:18])[C:5]=3[C:4]=2[CH:3]=[C:2]([Cl:1])[CH:14]=1, predict the reactants needed to synthesize it. The reactants are: [Cl:1][C:2]1[CH:3]=[C:4]2[C:12](=[C:13]([Cl:15])[CH:14]=1)[NH:11][C:10]1[CH2:9][C:8]([CH3:17])([CH3:16])[CH2:7][C:6](=[O:18])[C:5]2=1.Br[CH2:20][CH2:21][CH2:22][CH2:23][CH2:24][C:25]([O:27][CH2:28][CH3:29])=[O:26].[H-].[Na+]. (3) Given the product [C:24]([O:23][C:21]([NH:28][C@@H:29]1[CH2:34][CH2:33][CH2:32][N:31]([C:2]2[N:7]3[N:8]=[CH:9][CH:10]=[C:6]3[N:5]=[C:4]([CH3:11])[C:3]=2[CH:12]([CH2:18][CH2:19][CH3:20])[C:13]([O:15][CH2:16][CH3:17])=[O:14])[CH2:30]1)=[O:22])([CH3:27])([CH3:25])[CH3:26], predict the reactants needed to synthesize it. The reactants are: Cl[C:2]1[N:7]2[N:8]=[CH:9][CH:10]=[C:6]2[N:5]=[C:4]([CH3:11])[C:3]=1[CH:12]([CH2:18][CH2:19][CH3:20])[C:13]([O:15][CH2:16][CH3:17])=[O:14].[C:21]([NH:28][C@@H:29]1[CH2:34][CH2:33][CH2:32][NH:31][CH2:30]1)([O:23][C:24]([CH3:27])([CH3:26])[CH3:25])=[O:22].C(N(C(C)C)CC)(C)C. (4) Given the product [CH3:1][C@@H:2]1[O:7][C@@H:6]([O:8][C@@H:9]2[C:14]3=[C:15]([OH:32])[C:16]4[C:28](=[O:29])[C:27]5[C:22](=[CH:23][CH:24]=[CH:25][C:26]=5[O:30][CH3:31])[C:20](=[O:21])[C:17]=4[C:18]([OH:19])=[C:13]3[CH2:12][C@@:11]([OH:37])([C:33]([CH2:35][OH:36])=[O:34])[CH2:10]2)[CH2:5][C@H:4]([NH2:38])[C@@H:3]1[OH:39], predict the reactants needed to synthesize it. The reactants are: [CH3:1][C@@H:2]1[O:7][C@@H:6]([O:8][C@@H:9]2[C:14]3=[C:15]([OH:32])[C:16]4[C:28](=[O:29])[C:27]5[C:22](=[CH:23][CH:24]=[CH:25][C:26]=5[O:30][CH3:31])[C:20](=[O:21])[C:17]=4[C:18]([OH:19])=[C:13]3[CH2:12][C@@:11]([OH:37])([C:33]([CH2:35][OH:36])=[O:34])[CH2:10]2)[CH2:5][C@H:4]([NH2:38])[C@@H:3]1[OH:39].Cl.CCN(C(C)C)C(C)C. (5) Given the product [C:32]1([N:35]2[CH2:40][CH2:39][N:38]([C:1]([O:2][CH2:3][CH2:4][N:5]3[CH2:6][CH2:7][N:8]([C:11]([O:13][C:14]([CH3:15])([CH3:16])[CH3:17])=[O:12])[CH2:9][CH2:10]3)=[O:28])[CH2:37][CH2:36]2)[CH:33]=[CH:34][CH:29]=[CH:30][CH:31]=1, predict the reactants needed to synthesize it. The reactants are: [C:1](=[O:28])(OC1C=CC([N+]([O-])=O)=CC=1)[O:2][CH2:3][CH2:4][N:5]1[CH2:10][CH2:9][N:8]([C:11]([O:13][C:14]([CH3:17])([CH3:16])[CH3:15])=[O:12])[CH2:7][CH2:6]1.[CH:29]1[CH:30]=[CH:31][C:32]([N:35]2[CH2:40][CH2:39][NH:38][CH2:37][CH2:36]2)=[CH:33][CH:34]=1.CCN(CC)CC. (6) The reactants are: Cl[C:2]1[N:7]=[C:6]([C:8]2[CH:9]=[N:10][CH:11]=[CH:12][CH:13]=2)[C:5]([Cl:14])=[CH:4][N:3]=1.[NH2:15][C@@H:16]1[CH2:21][CH2:20][CH2:19][C@H:18]([NH:22][C:23](=[O:29])[O:24][C:25]([CH3:28])([CH3:27])[CH3:26])[CH2:17]1.CCN(C(C)C)C(C)C. Given the product [Cl:14][C:5]1[C:6]([C:8]2[CH:9]=[N:10][CH:11]=[CH:12][CH:13]=2)=[N:7][C:2]([NH:15][C@@H:16]2[CH2:21][CH2:20][CH2:19][C@H:18]([NH:22][C:23](=[O:29])[O:24][C:25]([CH3:27])([CH3:26])[CH3:28])[CH2:17]2)=[N:3][CH:4]=1, predict the reactants needed to synthesize it.